This data is from Reaction yield outcomes from USPTO patents with 853,638 reactions. The task is: Predict the reaction yield, written as a fraction of the theoretical maximum amount of product (1.0 means a 100% yield; for example, 0.34 means a 34% yield). The reactants are [CH2:1]([O:8][C:9]1[CH:18]=[C:17]2[C:12]([C:13]([Cl:19])=[N:14][CH:15]=[N:16]2)=[CH:11][C:10]=1[O:20][CH3:21])[C:2]1[CH:7]=[CH:6][CH:5]=[CH:4][CH:3]=1.[NH2:22][C:23]1[CH:31]=[C:30]2[C:26]([CH:27]=[CH:28][NH:29]2)=[CH:25][CH:24]=1. No catalyst specified. The product is [ClH:19].[CH2:1]([O:8][C:9]1[CH:18]=[C:17]2[C:12]([C:13]([NH:22][C:23]3[CH:31]=[C:30]4[C:26]([CH:27]=[CH:28][NH:29]4)=[CH:25][CH:24]=3)=[N:14][CH:15]=[N:16]2)=[CH:11][C:10]=1[O:20][CH3:21])[C:2]1[CH:7]=[CH:6][CH:5]=[CH:4][CH:3]=1. The yield is 0.890.